Dataset: Forward reaction prediction with 1.9M reactions from USPTO patents (1976-2016). Task: Predict the product of the given reaction. (1) Given the reactants [CH3:1][NH:2][C@@H:3]1[C:12]2[N:11]=[CH:10][CH:9]=[CH:8][C:7]=2[CH2:6][CH2:5][CH2:4]1.Cl[CH2:14][C:15]1[N:19]([CH2:20][C@H:21]2[CH2:26][CH2:25][CH2:24][N:23]([C:27]([O:29][C:30]([CH3:33])([CH3:32])[CH3:31])=[O:28])[CH2:22]2)[C:18]2[CH:34]=[CH:35][CH:36]=[CH:37][C:17]=2[N:16]=1.[I-].[K+].C(N(CC)C(C)C)(C)C, predict the reaction product. The product is: [CH3:1][N:2]([CH2:14][C:15]1[N:19]([CH2:20][C@H:21]2[CH2:26][CH2:25][CH2:24][N:23]([C:27]([O:29][C:30]([CH3:33])([CH3:31])[CH3:32])=[O:28])[CH2:22]2)[C:18]2[CH:34]=[CH:35][CH:36]=[CH:37][C:17]=2[N:16]=1)[C@@H:3]1[C:12]2[N:11]=[CH:10][CH:9]=[CH:8][C:7]=2[CH2:6][CH2:5][CH2:4]1. (2) Given the reactants [Cl:1][C:2]1[N:7]=[C:6](Cl)[C:5]([O:9][CH3:10])=[CH:4][N:3]=1.[NH:11]1[CH2:16][CH2:15][O:14][CH2:13][CH2:12]1.[NH4+].[Cl-], predict the reaction product. The product is: [Cl:1][C:2]1[N:7]=[C:6]([N:11]2[CH2:16][CH2:15][O:14][CH2:13][CH2:12]2)[C:5]([O:9][CH3:10])=[CH:4][N:3]=1. (3) The product is: [CH:44]1([CH2:43][C@H:21]([NH:20][C:17]([C:13]2[O:12][CH:16]=[CH:15][CH:14]=2)=[O:19])[C:22](=[O:23])[NH:24][C@H:25]2[CH2:31][CH2:30][C@@H:29]([CH3:32])[N:28]([S:33]([C:36]3[CH:41]=[CH:40][CH:39]=[CH:38][N:37]=3)(=[O:35])=[O:34])[CH2:27][C:26]2=[O:42])[CH2:49][CH2:48][CH2:47][CH2:46][CH2:45]1. Given the reactants CN(C)CCCN=C=NCC.[O:12]1[CH:16]=[CH:15][CH:14]=[C:13]1[C:17]([OH:19])=O.[NH2:20][C@@H:21]([CH2:43][CH:44]1[CH2:49][CH2:48][CH2:47][CH2:46][CH2:45]1)[C:22]([NH:24][C@H:25]1[CH2:31][CH2:30][C@@H:29]([CH3:32])[N:28]([S:33]([C:36]2[CH:41]=[CH:40][CH:39]=[CH:38][N:37]=2)(=[O:35])=[O:34])[CH2:27][C@@H:26]1[OH:42])=[O:23].C(N(C(C)C)CC)(C)C.OC1C2N=NNC=2C=CC=1, predict the reaction product. (4) Given the reactants C([O:3][C:4]([C:6]1[CH:7]=[CH:8][C:9]([Cl:17])=[C:10]2[O:14][CH:13]([O:15][CH3:16])[CH2:12][C:11]=12)=[O:5])C.[OH-].[Na+], predict the reaction product. The product is: [Cl:17][C:9]1[CH:8]=[CH:7][C:6]([C:4]([OH:5])=[O:3])=[C:11]2[C:10]=1[O:14][CH:13]([O:15][CH3:16])[CH2:12]2.